From a dataset of Reaction yield outcomes from USPTO patents with 853,638 reactions. Predict the reaction yield, written as a fraction of the theoretical maximum amount of product (1.0 means a 100% yield; for example, 0.34 means a 34% yield). (1) The reactants are [Cl:1][C:2]1[CH:7]=[C:6]([F:8])[CH:5]=[CH:4][C:3]=1I.C([Mg]Cl)(C)C.[F:15][C:16]1[C:17]([C:28]#N)=[N:18][CH:19]=[CH:20][C:21]=1[C:22]1[CH:23]=[N:24][CH:25]=[N:26][CH:27]=1.Cl.[OH-:31].[Na+]. The catalyst is C1COCC1.C(Cl)Cl.O. The product is [Cl:1][C:2]1[CH:7]=[C:6]([F:8])[CH:5]=[CH:4][C:3]=1[C:28]([C:17]1[C:16]([F:15])=[C:21]([C:22]2[CH:23]=[N:24][CH:25]=[N:26][CH:27]=2)[CH:20]=[CH:19][N:18]=1)=[O:31]. The yield is 0.0744. (2) The reactants are [CH3:1][O:2][C:3](=[O:28])/[CH:4]=[CH:5]/[C:6]1[CH:11]=[CH:10][C:9]2=[N:12][C:13]3[C:26]4[CH:25]=[CH:24][CH:23]=[CH:22][C:21]=4[N:20]([CH3:27])[C:19]4[C:14]=3[C:15]([CH:16]=[CH:17][CH:18]=4)=[C:8]2[CH:7]=1.[H][H]. The catalyst is C(OCC)(=O)C.[Pd]. The product is [CH3:1][O:2][C:3](=[O:28])[CH2:4][CH2:5][C:6]1[CH:11]=[CH:10][C:9]2=[N:12][C:13]3[C:26]4[CH:25]=[CH:24][CH:23]=[CH:22][C:21]=4[N:20]([CH3:27])[C:19]4[C:14]=3[C:15]([CH:16]=[CH:17][CH:18]=4)=[C:8]2[CH:7]=1. The yield is 0.700. (3) The reactants are [NH2:1][C@H:2]1[CH2:7][CH2:6][C@H:5]([OH:8])[CH2:4][CH2:3]1.C([O-])([O-])=O.[Cs+].[Cs+].Cl[CH2:16][CH2:17][C:18]1[CH:23]=[CH:22][C:21]([O:24][CH3:25])=[CH:20][CH:19]=1. The catalyst is CN(C=O)C. The product is [CH3:25][O:24][C:21]1[CH:22]=[CH:23][C:18]([CH2:17][CH2:16][NH:1][C@H:2]2[CH2:7][CH2:6][C@H:5]([OH:8])[CH2:4][CH2:3]2)=[CH:19][CH:20]=1. The yield is 0.200. (4) The reactants are [Br:1][C:2]1[CH:3]=[C:4]2[C:8](=[CH:9][CH:10]=1)[NH:7][C:6](=[O:11])[CH2:5]2.[CH2:12]([N:14]([CH2:27][CH3:28])[CH2:15][CH2:16][NH:17][C:18]([C:20]1[NH:21][C:22]([CH:25]=O)=[CH:23][CH:24]=1)=[O:19])[CH3:13].N1C=CC=C1C(OCC)=O. No catalyst specified. The product is [CH2:27]([N:14]([CH2:12][CH3:13])[CH2:15][CH2:16][NH:17][C:18]([C:20]1[NH:21][C:22]([CH:25]=[C:5]2[C:4]3[C:8](=[CH:9][CH:10]=[C:2]([Br:1])[CH:3]=3)[NH:7][C:6]2=[O:11])=[CH:23][CH:24]=1)=[O:19])[CH3:28]. The yield is 0.380. (5) The reactants are C(=O)([O-])[O-].[K+].[K+].[CH2:7]([C:9]([C:31]1[CH:36]=[CH:35][C:34]([OH:37])=[C:33]([CH3:38])[CH:32]=1)([C:12]1[CH:17]=[CH:16][C:15]([C:18]#[C:19][C:20]([OH:29])([C:25]([F:28])([F:27])[F:26])[C:21]([F:24])([F:23])[F:22])=[C:14]([CH3:30])[CH:13]=1)[CH2:10][CH3:11])[CH3:8].[CH3:39][O:40][CH2:41]Cl.[Cl-].[NH4+]. The catalyst is CN(C)C=O. The product is [CH2:7]([C:9]([C:31]1[CH:36]=[CH:35][C:34]([OH:37])=[C:33]([CH3:38])[CH:32]=1)([C:12]1[CH:17]=[CH:16][C:15]([C:18]#[C:19][C:20]([O:29][CH2:39][O:40][CH3:41])([C:25]([F:26])([F:27])[F:28])[C:21]([F:24])([F:23])[F:22])=[C:14]([CH3:30])[CH:13]=1)[CH2:10][CH3:11])[CH3:8]. The yield is 0.660. (6) The reactants are Cl[C:2]([C:4]1[CH:9]=[CH:8][C:7]([C:10]2[CH:11]=[CH:12][C:13]3[O:19][CH2:18][CH2:17][N:16]([C:20]([O:22][C:23]([CH3:26])([CH3:25])[CH3:24])=[O:21])[CH2:15][C:14]=3[CH:27]=2)=[CH:6][CH:5]=1)=[O:3].CCN(C(C)C)C(C)C.[F:37][CH:38]([F:41])[CH2:39][NH2:40]. The catalyst is O1CCCC1. The product is [F:37][CH:38]([F:41])[CH2:39][NH:40][C:2]([C:4]1[CH:9]=[CH:8][C:7]([C:10]2[CH:11]=[CH:12][C:13]3[O:19][CH2:18][CH2:17][N:16]([C:20]([O:22][C:23]([CH3:26])([CH3:25])[CH3:24])=[O:21])[CH2:15][C:14]=3[CH:27]=2)=[CH:6][CH:5]=1)=[O:3]. The yield is 0.850. (7) The reactants are [CH3:1][O:2][CH2:3][CH2:4][O:5][C:6]1[CH:7]=[C:8]2[C:12](=[C:13]([NH:15][S:16]([C:19]3[CH:24]=[CH:23][CH:22]=[CH:21][N:20]=3)(=[O:18])=[O:17])[CH:14]=1)[NH:11][C:10]([C:25]([O:27][CH2:28][CH3:29])=[O:26])=[CH:9]2.Br[CH2:31][CH:32]1[CH2:34][CH2:33]1.C(=O)([O-])[O-].[K+].[K+].CN(C)C=O. The catalyst is C(OCC)(=O)C.[Cl-].[Na+].O. The product is [CH:32]1([CH2:31][N:15]([S:16]([C:19]2[CH:24]=[CH:23][CH:22]=[CH:21][N:20]=2)(=[O:17])=[O:18])[C:13]2[CH:14]=[C:6]([O:5][CH2:4][CH2:3][O:2][CH3:1])[CH:7]=[C:8]3[C:12]=2[NH:11][C:10]([C:25]([O:27][CH2:28][CH3:29])=[O:26])=[CH:9]3)[CH2:34][CH2:33]1. The yield is 0.640. (8) The reactants are [OH:1][CH2:2][CH2:3][CH2:4][CH2:5][CH2:6][CH2:7][CH2:8][CH2:9][CH2:10][C:11]([OH:13])=O.C(N(CC)CC)C.C(Cl)CCl.[NH2:25][C@@H:26]([CH2:35][N:36]1[CH2:41][CH2:40][O:39][CH2:38][CH2:37]1)[C@H:27]([C:29]1[CH:34]=[CH:33][CH:32]=[CH:31][CH:30]=1)[OH:28]. The catalyst is C(Cl)Cl. The product is [OH:1][CH2:2][CH2:3][CH2:4][CH2:5][CH2:6][CH2:7][CH2:8][CH2:9][CH2:10][C:11]([NH:25][C@@H:26]([CH2:35][N:36]1[CH2:37][CH2:38][O:39][CH2:40][CH2:41]1)[C@H:27]([C:29]1[CH:30]=[CH:31][CH:32]=[CH:33][CH:34]=1)[OH:28])=[O:13]. The yield is 0.620. (9) The reactants are [Cl:1][C:2]1[S:6][C:5]([C:7]([OH:9])=O)=[CH:4][C:3]=1[C:10]1[N:14]([CH2:15][CH3:16])[N:13]=[CH:12][C:11]=1[CH3:17].C1CN([P+](Br)(N2CCCC2)N2CCCC2)CC1.F[P-](F)(F)(F)(F)F.CCN(C(C)C)C(C)C.[NH2:51][C@@H:52]([CH2:65][C:66]1[CH:71]=[CH:70][CH:69]=[C:68]([F:72])[CH:67]=1)[CH2:53][N:54]1[C:62](=[O:63])[C:61]2[C:56](=[CH:57][CH:58]=[CH:59][CH:60]=2)[C:55]1=[O:64]. The catalyst is C(Cl)Cl. The product is [Cl:1][C:2]1[S:6][C:5]([C:7]([NH:51][C@@H:52]([CH2:65][C:66]2[CH:71]=[CH:70][CH:69]=[C:68]([F:72])[CH:67]=2)[CH2:53][N:54]2[C:62](=[O:63])[C:61]3[C:56](=[CH:57][CH:58]=[CH:59][CH:60]=3)[C:55]2=[O:64])=[O:9])=[CH:4][C:3]=1[C:10]1[N:14]([CH2:15][CH3:16])[N:13]=[CH:12][C:11]=1[CH3:17]. The yield is 0.790. (10) The reactants are [NH2:1][C:2]1[CH:3]=[CH:4][C:5]([O:29][CH3:30])=[C:6]([CH:28]=1)[CH2:7][N:8]1[CH2:13][CH2:12][C:11](=[O:14])[CH:10]([CH:15]([C:22]2[CH:27]=[CH:26][CH:25]=[CH:24][CH:23]=2)[C:16]2[CH:21]=[CH:20][CH:19]=[CH:18][CH:17]=2)[CH2:9]1.N1C=CC=CC=1.[CH2:37]([S:39](Cl)(=[O:41])=[O:40])[CH3:38]. The catalyst is O. The product is [CH:15]([CH:10]1[C:11](=[O:14])[CH2:12][CH2:13][N:8]([CH2:7][C:6]2[CH:28]=[C:2]([NH:1][S:39]([CH2:37][CH3:38])(=[O:41])=[O:40])[CH:3]=[CH:4][C:5]=2[O:29][CH3:30])[CH2:9]1)([C:22]1[CH:27]=[CH:26][CH:25]=[CH:24][CH:23]=1)[C:16]1[CH:21]=[CH:20][CH:19]=[CH:18][CH:17]=1. The yield is 0.850.